Dataset: NCI-60 drug combinations with 297,098 pairs across 59 cell lines. Task: Regression. Given two drug SMILES strings and cell line genomic features, predict the synergy score measuring deviation from expected non-interaction effect. Drug 1: CC1=C(C=C(C=C1)NC(=O)C2=CC=C(C=C2)CN3CCN(CC3)C)NC4=NC=CC(=N4)C5=CN=CC=C5. Drug 2: C(CN)CNCCSP(=O)(O)O. Cell line: SR. Synergy scores: CSS=-8.81, Synergy_ZIP=5.95, Synergy_Bliss=4.37, Synergy_Loewe=-12.4, Synergy_HSA=-12.2.